Dataset: Full USPTO retrosynthesis dataset with 1.9M reactions from patents (1976-2016). Task: Predict the reactants needed to synthesize the given product. (1) Given the product [NH2:6][C@@H:5]([CH2:16][C@H:17]([CH2:18][C:19]1[CH:27]=[C:26]2[C:22]([CH:23]=[N:24][N:25]2[CH2:28][CH2:29][CH2:30][O:31][CH3:32])=[CH:21][CH:20]=1)[CH:33]([CH3:35])[CH3:34])[C:4]([O:3][CH2:1][CH3:2])=[O:38], predict the reactants needed to synthesize it. The reactants are: [CH2:1]([O:3][C:4]1[C@H:5]([CH2:16][C@@H:17]([CH:33]([CH3:35])[CH3:34])[CH2:18][C:19]2[CH:27]=[C:26]3[C:22]([CH:23]=[N:24][N:25]3[CH2:28][CH2:29][CH2:30][O:31][CH3:32])=[CH:21][CH:20]=2)[N:6]=C(OCC)[C@@H](C(C)C)N=1)[CH3:2].Cl.C([O-])(O)=[O:38].[Na+]. (2) The reactants are: C[N:2](C)/[CH:3]=[CH:4]/[C:5]([C:7]1[C:12](=[O:13])[CH:11]=[CH:10][N:9]([C:14]2[CH:19]=[CH:18][CH:17]=[CH:16][CH:15]=2)[N:8]=1)=O.[CH3:21][C:22]1[CH:27]=[CH:26][C:25]([CH3:28])=[CH:24][C:23]=1[NH:29]N.Cl. Given the product [CH3:21][C:22]1[CH:27]=[CH:26][C:25]([CH3:28])=[CH:24][C:23]=1[N:29]1[C:5]([C:7]2[C:12](=[O:13])[CH:11]=[CH:10][N:9]([C:14]3[CH:19]=[CH:18][CH:17]=[CH:16][CH:15]=3)[N:8]=2)=[CH:4][CH:3]=[N:2]1, predict the reactants needed to synthesize it.